This data is from Peptide-MHC class I binding affinity with 185,985 pairs from IEDB/IMGT. The task is: Regression. Given a peptide amino acid sequence and an MHC pseudo amino acid sequence, predict their binding affinity value. This is MHC class I binding data. (1) The peptide sequence is QMRAVGQPL. The MHC is HLA-A26:02 with pseudo-sequence HLA-A26:02. The binding affinity (normalized) is 0.0847. (2) The peptide sequence is EFFGWAEGY. The MHC is HLA-A25:01 with pseudo-sequence HLA-A25:01. The binding affinity (normalized) is 0.0847. (3) The peptide sequence is FLDSLRDLI. The MHC is Mamu-B01 with pseudo-sequence Mamu-B01. The binding affinity (normalized) is 1.00. (4) The peptide sequence is FEWLNRTVEEI. The MHC is Mamu-A11 with pseudo-sequence Mamu-A11. The binding affinity (normalized) is 0.847.